This data is from Full USPTO retrosynthesis dataset with 1.9M reactions from patents (1976-2016). The task is: Predict the reactants needed to synthesize the given product. Given the product [C:14]1([C:7]2([C:5]([OH:6])=[O:4])[CH2:13][CH2:12][CH2:11][CH2:10][CH2:9][CH2:8]2)[CH:19]=[CH:18][CH:17]=[CH:16][CH:15]=1, predict the reactants needed to synthesize it. The reactants are: [OH-].[Na+].C[O:4][C:5]([C:7]1([C:14]2[CH:19]=[CH:18][CH:17]=[CH:16][CH:15]=2)[CH2:13][CH2:12][CH2:11][CH2:10][CH2:9][CH2:8]1)=[O:6].